This data is from Reaction yield outcomes from USPTO patents with 853,638 reactions. The task is: Predict the reaction yield, written as a fraction of the theoretical maximum amount of product (1.0 means a 100% yield; for example, 0.34 means a 34% yield). (1) The product is [CH3:14][NH:15][S:2]([C:5]1[CH:13]=[CH:12][C:8]([CH2:9][CH2:10][Br:11])=[CH:7][CH:6]=1)(=[O:4])=[O:3]. The reactants are Cl[S:2]([C:5]1[CH:13]=[CH:12][C:8]([CH2:9][CH2:10][Br:11])=[CH:7][CH:6]=1)(=[O:4])=[O:3].[CH3:14][NH2:15]. The catalyst is O1CCCC1. The yield is 0.980. (2) The reactants are ClS([N:5]=[C:6]=[O:7])(=O)=O.[NH2:8][C:9]1[S:10][C:11]([CH2:17][C:18]2[CH:23]=[CH:22][CH:21]=[CH:20][CH:19]=2)=[CH:12][C:13]=1[C:14]([NH2:16])=[O:15]. The catalyst is ClCCl. The product is [CH2:17]([C:11]1[S:10][C:9]([NH:8][C:6]([NH2:5])=[O:7])=[C:13]([C:14]([NH2:16])=[O:15])[CH:12]=1)[C:18]1[CH:23]=[CH:22][CH:21]=[CH:20][CH:19]=1. The yield is 0.670. (3) The reactants are [CH2:1]([N:8]1[CH2:31][CH2:30][C:11]2([O:19][C:18]3[C:14](=[N:15][N:16](CC4C=CC(OC)=CC=4)[CH:17]=3)[C:13](=[O:29])[CH2:12]2)[CH2:10][CH2:9]1)[C:2]1[CH:7]=[CH:6][CH:5]=[CH:4][CH:3]=1.FC(F)(F)C(O)=O. The catalyst is ClCCCl. The product is [CH2:1]([N:8]1[CH2:31][CH2:30][C:11]2([O:19][C:18]3[CH:17]=[N:16][NH:15][C:14]=3[C:13](=[O:29])[CH2:12]2)[CH2:10][CH2:9]1)[C:2]1[CH:3]=[CH:4][CH:5]=[CH:6][CH:7]=1. The yield is 0.910. (4) The reactants are [CH2:1]([C:3]1[N:4]=[C:5]([CH2:38][CH2:39][CH3:40])[N:6]([CH2:23][C:24]2[CH:29]=[CH:28][C:27]([C:30]3[C:31]([C:36]#[N:37])=[CH:32][CH:33]=[CH:34][CH:35]=3)=[CH:26][CH:25]=2)[C:7](=[O:22])[C:8]=1[C:9]1[CH:10]=[C:11]2[C:16](=[CH:17][CH:18]=1)[O:15][C:14]([CH3:20])([CH3:19])[CH2:13][CH:12]2[OH:21])[CH3:2].[N:41]1C(C)=CC=CC=1C.FC(F)(F)S(O[Si](C(C)C)(C(C)C)C(C)C)(=O)=O.[C:67]([O:70]CC)(=[O:69])C. The catalyst is ClCCl. The product is [CH2:1]([C:3]1[N:4]=[C:5]([CH2:38][CH2:39][CH3:40])[N:6]([CH2:23][C:24]2[CH:25]=[CH:26][C:27]([C:30]3[CH:35]=[CH:34][CH:33]=[CH:32][C:31]=3[C:36]3[NH:41][C:67](=[O:69])[O:70][N:37]=3)=[CH:28][CH:29]=2)[C:7](=[O:22])[C:8]=1[C:9]1[CH:10]=[C:11]2[C:16](=[CH:17][CH:18]=1)[O:15][C:14]([CH3:20])([CH3:19])[CH2:13][CH:12]2[OH:21])[CH3:2]. The yield is 0.770. (5) The reactants are [CH2:1]([C:3]1[C:8]([CH:9]=O)=[CH:7][CH:6]=[C:5]([C:11]([F:14])([F:13])[F:12])[N:4]=1)[CH3:2].[CH3:15][O:16][C:17](=[O:38])[CH:18]=P(C1C=CC=CC=1)(C1C=CC=CC=1)C1C=CC=CC=1. The catalyst is C1(C)C=CC=CC=1.CCOC(C)=O.O. The product is [CH3:15][O:16][C:17](=[O:38])[CH:18]=[CH:9][C:8]1[C:3]([CH2:1][CH3:2])=[N:4][C:5]([C:11]([F:14])([F:13])[F:12])=[CH:6][CH:7]=1. The yield is 0.800.